Binary Classification. Given a miRNA mature sequence and a target amino acid sequence, predict their likelihood of interaction. From a dataset of Experimentally validated miRNA-target interactions with 360,000+ pairs, plus equal number of negative samples. (1) The protein sequence of the target gene is MATVAELKAVLKDTLEKKGVLGHLKARIRAEVFNALDDDREPRPSLSHENLLINELIREYLEFNKYKYTASVLIAESGQPVVPLDRQFLIHELNAFEESKDNTIPLLYGILAHFLRGTKDGIQNAFLKGPSLQPSDPSLGRQPSRRKPMDDHLRKEEQKSTNIEDLHVSQAVNR. The miRNA is hsa-miR-6124 with sequence GGGAAAAGGAAGGGGGAGGA. Result: 1 (interaction). (2) The miRNA is hsa-miR-6814-5p with sequence UCCCAAGGGUGAGAUGCUGCCA. The protein sequence of the target gene is MAVGNINELPENILLELFTHVPARQLLLNCRLVCSLWRDLIDLVTLWKRKCLREGFITEDWDQPVADWKIFYFLRSLHRNLLHNPCAEEGFEFWSLDVNGGDEWKVEDLSRDQRKEFPNDQVKKYFVTSYYTCLKSQVVDLKAEGYWEELMDTTRPDIEVKDWFAARPDCGSKYQLCVQLLSSAHAPLGTFQPDPATIQQKSDAKWREVSHTFSNYPPGVRYIWFQHGGVDTHYWAGWYGPRVTNSSITIGPPLP. Result: 1 (interaction). (3) The miRNA is hsa-miR-4804-5p with sequence UUGGACGGUAAGGUUAAGCAA. The protein sequence of the target gene is MDTKRCFANRFDDYQGSLLAGQCEEAVAPLVTSTIERILQELPPLGGGAEARGATGAGSSCQGGLYSGVAGVAYMLYHVSQSPLFAAARERYLRFAKRLIDACLRAEEWGETDADTRAAFLLGGAGVYAVATLVYHALGRPDYVQPLGKFRALCAVCAPVSFLDCGSDELFVGRAGYLCAALVLKQKLAQEVLTPTQIKAICQAILDSGKQYALKKRKPFPLMYSYYGTEYLGAAHGLSSILQMLLSYQEHLKPSDRELVWQSVDFLMEQEQNCNWPPELGETIERENELVHWCHGAPGI.... Result: 0 (no interaction). (4) The miRNA is hsa-miR-3616-3p with sequence CGAGGGCAUUUCAUGAUGCAGGC. The protein sequence of the target gene is MGTQALQGFLFLLFLPLLQPRGASAGSLHSPGLSECFQVNGADYRGHQNRTGPRGAGRPCLFWDQTQQHSYSSASDPHGRWGLGAHNFCRNPDGDVQPWCYVAETEEGIYWRYCDIPSCHMPGYLGCFVDSGAPPALSGPSGTSTKLTVQVCLRFCRMKGYQLAGVEAGYACFCGSESDLARGRLAPATDCDQICFGHPGQLCGGDGRLGVYEVSVGSCQGNWTAPQGVIYSPDFPDEYGPDRNCSWALGPPGAALELTFRLFELADPRDRLELRDAASGSLLRAFDGARPPPSGPLRLG.... Result: 0 (no interaction). (5) The miRNA is hsa-miR-6784-3p with sequence UCUCACCCCAACUCUGCCCCAG. The protein sequence of the target gene is MVSWIWRRLRGKKRSVMAFCLLMVLSAVAVIHFPPGHPASTPGLNPMEPRGEVGASDPRIQQTLNSSLRQPARNLGHWTGQALPRNPILVCAKKQSRRRQVDRSRHPLSVRRDAILSAQDRELLLEGEVRDAGGAALGQPGHNGLVQETQSKTVTMVVPLTERSHESFQAQRDTAAASFRPWPADGRDPLPGAKNGVLTGGKAGSATSGSEAPWWSSSAEDLQKSPWCGTETPGLAGTAAWGQVPPWFMEHDAQTLRLLVHGKVVGKARVPAHGQVLQVGLSAGDALQDISPLRLSQFCS.... Result: 0 (no interaction).